This data is from Catalyst prediction with 721,799 reactions and 888 catalyst types from USPTO. The task is: Predict which catalyst facilitates the given reaction. (1) The catalyst class is: 4. Product: [CH:6]([C:7]1[C:15]2[C:20](=[CH:19][C:18]([C:21]#[N:22])=[CH:17][CH:16]=2)[NH:12][CH:13]=1)=[O:10]. Reactant: CN(C=O)C.[C:6](Cl)(=[O:10])[C:7](Cl)=O.[NH:12]1[C:20]2[C:15](=[CH:16][CH:17]=[C:18]([C:21]#[N:22])[CH:19]=2)C=[CH:13]1. (2) Reactant: [F:1][C:2]1[CH:9]=[C:6]([CH:7]=[O:8])[C:5]([OH:10])=[CH:4][CH:3]=1.C(=O)([O-])[O-].[K+].[K+].CN(C=O)C.[CH2:22](Br)[CH:23]=[CH2:24]. Product: [CH2:24]([O:10][C:5]1[CH:4]=[CH:3][C:2]([F:1])=[CH:9][C:6]=1[CH:7]=[O:8])[CH:23]=[CH2:22]. The catalyst class is: 6.